This data is from Full USPTO retrosynthesis dataset with 1.9M reactions from patents (1976-2016). The task is: Predict the reactants needed to synthesize the given product. Given the product [CH:1]1([N:7]([C:9]2[CH:14]=[CH:13][C:12]([C@@H:15]3[O:20][CH2:19][CH2:18][NH:17][CH2:16]3)=[CH:11][CH:10]=2)[CH3:8])[CH2:2][CH2:3][CH2:4][CH2:5][CH2:6]1, predict the reactants needed to synthesize it. The reactants are: [CH:1]1([N:7]([C:9]2[CH:14]=[CH:13][C:12]([C@@H:15]3[O:20][CH2:19][CH2:18][N:17]([C@@H](C4C=CC=CC=4)C)[CH2:16]3)=[CH:11][CH:10]=2)[CH3:8])[CH2:6][CH2:5][CH2:4][CH2:3][CH2:2]1.[H][H].